From a dataset of Full USPTO retrosynthesis dataset with 1.9M reactions from patents (1976-2016). Predict the reactants needed to synthesize the given product. Given the product [Cl:18][C:19]1[CH:56]=[CH:55][C:22]([C:23]2[C:28]([C:29]3[CH:38]=[CH:37][C:36]4[C:31](=[CH:32][CH:33]=[C:34]([C:39]5[N:40]([CH:41]([CH3:49])[CH3:42])[C:2]6[CH:10]=[CH:9][C:5]([C:6]([OH:8])=[O:7])=[CH:4][C:3]=6[N:11]=5)[CH:35]=4)[N:30]=3)=[CH:27][C:26]([O:53][CH3:54])=[CH:25][CH:24]=2)=[CH:21][CH:20]=1, predict the reactants needed to synthesize it. The reactants are: Cl[C:2]1[CH:10]=[CH:9][C:5]([C:6]([OH:8])=[O:7])=[CH:4][C:3]=1[N+:11]([O-])=O.C(N)(C)C.[Cl:18][C:19]1[CH:56]=[CH:55][C:22]([C:23]2[C:28]([C:29]3[CH:38]=[CH:37][C:36]4[C:31](=[CH:32][CH:33]=[C:34]([C:39]5N(CC)[C:42]6C=CC(C(O)=O)=[CH:49][C:41]=6[N:40]=5)[CH:35]=4)[N:30]=3)=[CH:27][C:26]([O:53][CH3:54])=[CH:25][CH:24]=2)=[CH:21][CH:20]=1.